From a dataset of Peptide-MHC class II binding affinity with 134,281 pairs from IEDB. Regression. Given a peptide amino acid sequence and an MHC pseudo amino acid sequence, predict their binding affinity value. This is MHC class II binding data. (1) The binding affinity (normalized) is 0.812. The peptide sequence is DAFIAALTEALRVIA. The MHC is DRB1_1602 with pseudo-sequence DRB1_1602. (2) The peptide sequence is KPVSQMRMATPLLMRPM. The MHC is DRB1_0404 with pseudo-sequence DRB1_0404. The binding affinity (normalized) is 0.744. (3) The peptide sequence is RVVHLYRNGKDQDGD. The MHC is DRB1_0401 with pseudo-sequence DRB1_0401. The binding affinity (normalized) is 0.144. (4) The peptide sequence is RNVFDEVIPTAFKIG. The MHC is HLA-DPA10301-DPB10402 with pseudo-sequence HLA-DPA10301-DPB10402. The binding affinity (normalized) is 0.294. (5) The peptide sequence is NNYGSTIEGLLD. The MHC is HLA-DPA10201-DPB11401 with pseudo-sequence HLA-DPA10201-DPB11401. The binding affinity (normalized) is 0. (6) The peptide sequence is DKKCIEWEKAQHGAC. The MHC is HLA-DPA10201-DPB10501 with pseudo-sequence HLA-DPA10201-DPB10501. The binding affinity (normalized) is 0.263. (7) The peptide sequence is VPFVQWFVGLSPTVW. The MHC is DRB1_0101 with pseudo-sequence DRB1_0101. The binding affinity (normalized) is 0.277.